Dataset: NCI-60 drug combinations with 297,098 pairs across 59 cell lines. Task: Regression. Given two drug SMILES strings and cell line genomic features, predict the synergy score measuring deviation from expected non-interaction effect. (1) Drug 1: CC1C(C(CC(O1)OC2CC(CC3=C2C(=C4C(=C3O)C(=O)C5=C(C4=O)C(=CC=C5)OC)O)(C(=O)C)O)N)O.Cl. Drug 2: C1=CC(=CC=C1CC(C(=O)O)N)N(CCCl)CCCl.Cl. Cell line: SF-268. Synergy scores: CSS=38.7, Synergy_ZIP=9.45, Synergy_Bliss=14.4, Synergy_Loewe=-4.49, Synergy_HSA=12.6. (2) Drug 1: CC=C1C(=O)NC(C(=O)OC2CC(=O)NC(C(=O)NC(CSSCCC=C2)C(=O)N1)C(C)C)C(C)C. Drug 2: C(CN)CNCCSP(=O)(O)O. Cell line: SF-295. Synergy scores: CSS=53.4, Synergy_ZIP=2.13, Synergy_Bliss=-1.91, Synergy_Loewe=-46.0, Synergy_HSA=-3.69. (3) Drug 1: C1CCN(CC1)CCOC2=CC=C(C=C2)C(=O)C3=C(SC4=C3C=CC(=C4)O)C5=CC=C(C=C5)O. Drug 2: CC1C(C(=O)NC(C(=O)N2CCCC2C(=O)N(CC(=O)N(C(C(=O)O1)C(C)C)C)C)C(C)C)NC(=O)C3=C4C(=C(C=C3)C)OC5=C(C(=O)C(=C(C5=N4)C(=O)NC6C(OC(=O)C(N(C(=O)CN(C(=O)C7CCCN7C(=O)C(NC6=O)C(C)C)C)C)C(C)C)C)N)C. Cell line: NCI-H226. Synergy scores: CSS=21.4, Synergy_ZIP=-6.45, Synergy_Bliss=-1.53, Synergy_Loewe=-31.6, Synergy_HSA=-3.98. (4) Drug 1: CC1CCC2CC(C(=CC=CC=CC(CC(C(=O)C(C(C(=CC(C(=O)CC(OC(=O)C3CCCCN3C(=O)C(=O)C1(O2)O)C(C)CC4CCC(C(C4)OC)OCCO)C)C)O)OC)C)C)C)OC. Drug 2: CC1=C(N=C(N=C1N)C(CC(=O)N)NCC(C(=O)N)N)C(=O)NC(C(C2=CN=CN2)OC3C(C(C(C(O3)CO)O)O)OC4C(C(C(C(O4)CO)O)OC(=O)N)O)C(=O)NC(C)C(C(C)C(=O)NC(C(C)O)C(=O)NCCC5=NC(=CS5)C6=NC(=CS6)C(=O)NCCC[S+](C)C)O. Cell line: OVCAR-5. Synergy scores: CSS=21.2, Synergy_ZIP=-6.56, Synergy_Bliss=-0.315, Synergy_Loewe=0.104, Synergy_HSA=0.758. (5) Drug 1: C1C(C(OC1N2C=C(C(=O)NC2=O)F)CO)O. Drug 2: CCN(CC)CCCC(C)NC1=C2C=C(C=CC2=NC3=C1C=CC(=C3)Cl)OC. Cell line: OVCAR-8. Synergy scores: CSS=34.9, Synergy_ZIP=-12.3, Synergy_Bliss=-1.80, Synergy_Loewe=-0.460, Synergy_HSA=1.07. (6) Drug 1: COC1=C(C=C2C(=C1)N=CN=C2NC3=CC(=C(C=C3)F)Cl)OCCCN4CCOCC4. Drug 2: CC(C)(C#N)C1=CC(=CC(=C1)CN2C=NC=N2)C(C)(C)C#N. Cell line: U251. Synergy scores: CSS=12.9, Synergy_ZIP=-4.32, Synergy_Bliss=0.738, Synergy_Loewe=1.67, Synergy_HSA=1.92.